Dataset: CYP2D6 inhibition data for predicting drug metabolism from PubChem BioAssay. Task: Regression/Classification. Given a drug SMILES string, predict its absorption, distribution, metabolism, or excretion properties. Task type varies by dataset: regression for continuous measurements (e.g., permeability, clearance, half-life) or binary classification for categorical outcomes (e.g., BBB penetration, CYP inhibition). Dataset: cyp2d6_veith. The drug is CC1CCCC(C)N1CC(O)COCC1COc2ccccc2O1.Cl. The result is 1 (inhibitor).